Dataset: Experimentally validated miRNA-target interactions with 360,000+ pairs, plus equal number of negative samples. Task: Binary Classification. Given a miRNA mature sequence and a target amino acid sequence, predict their likelihood of interaction. (1) The miRNA is mmu-miR-466a-3p with sequence UAUACAUACACGCACACAUAAGA. The protein sequence of the target gene is MAGSEDKRVVGTLHLLLLQATVLSLTAGNLSLVSAAWTQEKNHHQPAHLNSSSLQQVAEGTSISEMWQNDLRPLLIERYPGSPGSYSARQHIMQRIQRLQAEWVVEVDTFLSRTPYGYRSFSNIISTLNPEAKRHLVLACHYDSKYFPRWDSRVFVGATDSAVPCAMMLELARALDKKLHSLKDVSGSKPDLSLRLIFFDGEEAFHHWSPQDSLYGSRHLAQKMASSPHPPGSRGTNQLDGMDLLVLLDLIGAANPTFPNFFPKTTRWFNRLQAIEKELYELGLLKDHSLERKYFQNFGY.... Result: 0 (no interaction). (2) The miRNA is hsa-miR-4742-5p with sequence UCAGGCAAAGGGAUAUUUACAGA. The protein sequence of the target gene is MDHTEGSPAEEPPAHAPSPGKFGERPPPKRLTREAMRNYLKERGDQTVLILHAKVAQKSYGNEKRFFCPPPCVYLMGSGWKKKKEQMERDGCSEQESQPCAFIGIGNSDQEMQQLNLEGKNYCTAKTLYISDSDKRKHFMLSVKMFYGNSDDIGVFLSKRIKVISKPSKKKQSLKNADLCIASGTKVALFNRLRSQTVSTRYLHVEGGNFHASSQQWGAFFIHLLDDDESEGEEFTVRDGYIHYGQTVKLVCSVTGMALPRLIIRKVDKQTALLDADDPVSQLHKCAFYLKDTERMYLCL.... Result: 1 (interaction).